The task is: Predict the product of the given reaction.. This data is from Forward reaction prediction with 1.9M reactions from USPTO patents (1976-2016). (1) Given the reactants [CH3:1][C:2]1[C:3]([O:20][CH2:21][C:22]([F:25])([F:24])[F:23])=[CH:4][CH:5]=[N:6][C:7]=1[CH2:8][S+:9]([O-:19])[C:10]1[NH:11][C:12]2[CH:13]=[CH:14][CH:15]=[CH:16][C:17]=2[N:18]=1.[CH:26]([NH2:29])([CH3:28])[CH3:27], predict the reaction product. The product is: [CH3:1][C:2]1[C:3]([O:20][CH2:21][C:22]([F:25])([F:23])[F:24])=[CH:4][CH:5]=[N:6][C:7]=1[CH2:8][S+:9]([O-:19])[C:10]1[NH:18][C:17]2[CH:16]=[CH:15][CH:14]=[CH:13][C:12]=2[N:11]=1.[CH:26]([NH3+:29])([CH3:28])[CH3:27]. (2) Given the reactants [BH4-].[Na+].[O:3]=[C:4]([C:30]1[CH:35]=[CH:34][C:33]([O:36][C:37]2[CH:42]=[CH:41][CH:40]=[CH:39][N:38]=2)=[CH:32][CH:31]=1)[CH:5]([CH2:16][C:17]1[CH:22]=[CH:21][CH:20]=[C:19]([O:23][C:24]([F:29])([F:28])[CH:25]([F:27])[F:26])[CH:18]=1)[C:6]([O:8][CH2:9][C:10]1[CH:15]=[CH:14][CH:13]=[CH:12][CH:11]=1)=[O:7].Cl.C(=O)([O-])O.[Na+], predict the reaction product. The product is: [OH:3][CH:4]([C:30]1[CH:31]=[CH:32][C:33]([O:36][C:37]2[CH:42]=[CH:41][CH:40]=[CH:39][N:38]=2)=[CH:34][CH:35]=1)[CH:5]([CH2:16][C:17]1[CH:22]=[CH:21][CH:20]=[C:19]([O:23][C:24]([F:29])([F:28])[CH:25]([F:27])[F:26])[CH:18]=1)[C:6]([O:8][CH2:9][C:10]1[CH:15]=[CH:14][CH:13]=[CH:12][CH:11]=1)=[O:7].